Predict which catalyst facilitates the given reaction. From a dataset of Catalyst prediction with 721,799 reactions and 888 catalyst types from USPTO. (1) Reactant: O.[CH2:2]([O:9][C:10]([NH:12][C@@H:13]([CH2:21][C:22]1[CH:27]=[CH:26][C:25]([OH:28])=[CH:24][CH:23]=1)[C:14]([O:16][C:17]([CH3:20])([CH3:19])[CH3:18])=[O:15])=[O:11])[C:3]1[CH:8]=[CH:7][CH:6]=[CH:5][CH:4]=1.C(N(C(C)C)C(C)C)C.[F:38][C:39]([F:58])([F:57])[S:40](N(C1C=CC=CC=1)[S:40]([C:39]([F:58])([F:57])[F:38])(=[O:42])=[O:41])(=[O:42])=[O:41].C([O-])(O)=O.[Na+]. Product: [CH2:2]([O:9][C:10]([NH:12][C@@H:13]([CH2:21][C:22]1[CH:23]=[CH:24][C:25]([O:28][S:40]([C:39]([F:58])([F:57])[F:38])(=[O:42])=[O:41])=[CH:26][CH:27]=1)[C:14]([O:16][C:17]([CH3:18])([CH3:20])[CH3:19])=[O:15])=[O:11])[C:3]1[CH:8]=[CH:7][CH:6]=[CH:5][CH:4]=1. The catalyst class is: 34. (2) Reactant: [Cl:1][C:2]1[CH:3]=[C:4]([NH:13][CH:14]2[CH2:19][CH2:18][O:17][CH2:16][CH2:15]2)[C:5]([CH3:12])=[C:6]([CH:11]=1)[C:7]([O:9][CH3:10])=[O:8].[C:20](=O)([O-])[O-].[Cs+].[Cs+].CI. Product: [Cl:1][C:2]1[CH:3]=[C:4]([N:13]([CH3:20])[CH:14]2[CH2:19][CH2:18][O:17][CH2:16][CH2:15]2)[C:5]([CH3:12])=[C:6]([CH:11]=1)[C:7]([O:9][CH3:10])=[O:8]. The catalyst class is: 10.